From a dataset of Full USPTO retrosynthesis dataset with 1.9M reactions from patents (1976-2016). Predict the reactants needed to synthesize the given product. Given the product [CH3:36][N:33]1[C:34]2=[CH:35][C:27]3[C:26]([CH3:40])([CH3:41])[C:25](=[CH2:42])[N:24]([CH3:23])[C:28]=3[CH:29]=[C:30]2[C:31]([CH3:39])([CH3:38])[C:32]1=[CH2:37], predict the reactants needed to synthesize it. The reactants are: CC1C=CC(S([O-])(=O)=O)=CC=1.CC1C=CC(S([O-])(=O)=O)=CC=1.[CH3:23][N+:24]1[C:28]2=[CH:29][C:30]3[C:31]([CH3:39])([CH3:38])[C:32]([CH3:37])=[N+:33]([CH3:36])[C:34]=3[CH:35]=[C:27]2[C:26]([CH3:41])([CH3:40])[C:25]=1[CH3:42].